This data is from Catalyst prediction with 721,799 reactions and 888 catalyst types from USPTO. The task is: Predict which catalyst facilitates the given reaction. (1) Reactant: Cl.[NH2:2][CH2:3][C:4]1[CH:24]=[CH:23][C:7]([CH2:8][NH:9][C:10]2[N:19]=[C:18]([N:20]([CH3:22])[CH3:21])[C:17]3[C:12](=[CH:13][CH:14]=[CH:15][CH:16]=3)[N:11]=2)=[CH:6][CH:5]=1.[Br:25][C:26]1[CH:31]=[CH:30][C:29]([S:32](Cl)(=[O:34])=[O:33])=[C:28]([O:36][C:37]([F:40])([F:39])[F:38])[CH:27]=1.C(N(C(C)C)CC)(C)C. Product: [Br:25][C:26]1[CH:31]=[CH:30][C:29]([S:32]([NH:2][CH2:3][C:4]2[CH:5]=[CH:6][C:7]([CH2:8][NH:9][C:10]3[N:19]=[C:18]([N:20]([CH3:22])[CH3:21])[C:17]4[C:12](=[CH:13][CH:14]=[CH:15][CH:16]=4)[N:11]=3)=[CH:23][CH:24]=2)(=[O:34])=[O:33])=[C:28]([O:36][C:37]([F:39])([F:38])[F:40])[CH:27]=1. The catalyst class is: 41. (2) Reactant: C([O:3][C:4]([C:6]1[CH:15]=[CH:14][C:13]2[C:8](=[C:9]([C:28]3[C:37]4[C:32](=[CH:33][CH:34]=[CH:35][CH:36]=4)[CH:31]=[CH:30][CH:29]=3)[CH:10]=[C:11]([C:16]3[N:17](C(OC(C)(C)C)=O)[CH:18]=[CH:19][CH:20]=3)[CH:12]=2)[N:7]=1)=[O:5])C.C1COCC1.Cl. Product: [C:28]1([C:9]2[CH:10]=[C:11]([C:16]3[NH:17][CH:18]=[CH:19][CH:20]=3)[CH:12]=[C:13]3[C:8]=2[N:7]=[C:6]([C:4]([OH:5])=[O:3])[CH:15]=[CH:14]3)[C:37]2[C:32](=[CH:33][CH:34]=[CH:35][CH:36]=2)[CH:31]=[CH:30][CH:29]=1. The catalyst class is: 238. (3) Reactant: C(N(CC)CC)C.[CH3:8][C@@:9]12[C:25](=[O:26])[CH2:24][CH2:23][C@H:22]1[C@H:21]1[C@@H:12]([C:13]3[CH:14]=[CH:15][C:16]([OH:27])=[CH:17][C:18]=3[CH2:19][CH2:20]1)[CH2:11][CH2:10]2.[F:28][C:29]([F:35])([F:34])[S:30](Cl)(=[O:32])=[O:31].CCCCCC.C(OCC)(=[O:44])C. Product: [CH3:8][C@@:9]12[C:25](=[O:26])[CH2:24][CH2:23][C@H:22]1[C@H:21]1[C@@H:12]([C:13]3[CH:14]=[CH:15][C:16]([OH:27])=[CH:17][C:18]=3[CH2:19][CH2:20]1)[CH2:11][CH2:10]2.[O-:31][S:30]([C:29]([F:35])([F:34])[F:28])(=[O:44])=[O:32]. The catalyst class is: 4. (4) Reactant: [OH-].[Na+].[CH2:3]([N:10]1[CH2:15][CH2:14][CH2:13][C:12]([OH:20])([C:16]([O:18]C)=[O:17])[CH2:11]1)[C:4]1[CH:9]=[CH:8][CH:7]=[CH:6][CH:5]=1.O. Product: [CH2:3]([N:10]1[CH2:15][CH2:14][CH2:13][C:12]([OH:20])([C:16]([OH:18])=[O:17])[CH2:11]1)[C:4]1[CH:5]=[CH:6][CH:7]=[CH:8][CH:9]=1. The catalyst class is: 1. (5) Reactant: [Br:1][C:2]1[CH:29]=[CH:28][C:5]([CH2:6][N:7]2[CH2:11][CH2:10][C:9]3([CH2:16][CH2:15][N:14]([CH2:17][CH2:18][CH:19]([OH:26])[C:20]4[CH:25]=[CH:24][CH:23]=[CH:22][CH:21]=4)[CH2:13][CH2:12]3)[C:8]2=[O:27])=[CH:4][CH:3]=1.[C:30]1(O)[CH:35]=[CH:34][CH:33]=[CH:32][CH:31]=1.C1(P(C2C=CC=CC=2)C2C=CC=CC=2)C=CC=CC=1.CCOC(/N=N/C(OCC)=O)=O. Product: [Br:1][C:2]1[CH:3]=[CH:4][C:5]([CH2:6][N:7]2[CH2:11][CH2:10][C:9]3([CH2:16][CH2:15][N:14]([CH2:17][CH2:18][CH:19]([O:26][C:30]4[CH:35]=[CH:34][CH:33]=[CH:32][CH:31]=4)[C:20]4[CH:21]=[CH:22][CH:23]=[CH:24][CH:25]=4)[CH2:13][CH2:12]3)[C:8]2=[O:27])=[CH:28][CH:29]=1. The catalyst class is: 1. (6) Product: [CH3:33][C:29]1[C:30]([CH3:32])=[CH:31][C:17]2[N:16]([CH2:15][C:14]([N:11]3[CH2:12][CH2:13][CH:8]([C:6]([OH:7])=[O:5])[CH2:9][CH2:10]3)=[O:34])[C:25]3[C:20]([C:21](=[O:27])[NH:22][C:23](=[O:26])[N:24]=3)=[N:19][C:18]=2[CH:28]=1. The catalyst class is: 2. Reactant: C([O:5][C:6]([CH:8]1[CH2:13][CH2:12][N:11]([C:14](=[O:34])[CH2:15][N:16]2[C:25]3[C:20]([C:21](=[O:27])[NH:22][C:23](=[O:26])[N:24]=3)=[N:19][C:18]3[CH:28]=[C:29]([CH3:33])[C:30]([CH3:32])=[CH:31][C:17]2=3)[CH2:10][CH2:9]1)=[O:7])(C)(C)C.FC(F)(F)C(O)=O. (7) Reactant: Cl.[N:2]1([C:8]2[CH:17]=[N:16][C:15]3[C:10](=[CH:11][CH:12]=[CH:13][CH:14]=3)[N:9]=2)[CH2:7][CH2:6][NH:5][CH2:4][CH2:3]1.[CH2:18]([O:22][C:23]1[CH:31]=[CH:30][C:29]([S:32]([CH3:35])(=[O:34])=[O:33])=[CH:28][C:24]=1[C:25](O)=[O:26])[CH:19]([CH3:21])[CH3:20].C(OCC)(=O)C. Product: [CH2:18]([O:22][C:23]1[CH:31]=[CH:30][C:29]([S:32]([CH3:35])(=[O:34])=[O:33])=[CH:28][C:24]=1[C:25]([N:5]1[CH2:4][CH2:3][N:2]([C:8]2[CH:17]=[N:16][C:15]3[C:10](=[CH:11][CH:12]=[CH:13][CH:14]=3)[N:9]=2)[CH2:7][CH2:6]1)=[O:26])[CH:19]([CH3:21])[CH3:20]. The catalyst class is: 10. (8) Reactant: [CH2:1]([C:3]1[CH:4]=[CH:5][CH:6]=[C:7]2[C:12]=1[C:11]([CH2:13]O)=[CH:10][CH:9]=[CH:8]2)[CH3:2].C(Br)(Br)(Br)[Br:16].C1(P(C2C=CC=CC=2)C2C=CC=CC=2)C=CC=CC=1. Product: [Br:16][CH2:13][C:11]1[C:12]2[C:7](=[CH:6][CH:5]=[CH:4][C:3]=2[CH2:1][CH3:2])[CH:8]=[CH:9][CH:10]=1. The catalyst class is: 4.